Dataset: Peptide-MHC class II binding affinity with 134,281 pairs from IEDB. Task: Regression. Given a peptide amino acid sequence and an MHC pseudo amino acid sequence, predict their binding affinity value. This is MHC class II binding data. (1) The peptide sequence is FMPEWVNFKFRDLLF. The MHC is DRB1_0101 with pseudo-sequence DRB1_0101. The binding affinity (normalized) is 0.537. (2) The peptide sequence is YDKFLANVSTVLTGM. The MHC is DRB1_0404 with pseudo-sequence DRB1_0404. The binding affinity (normalized) is 0.764. (3) The peptide sequence is EKKYFAATQDEPLAA. The MHC is HLA-DQA10101-DQB10501 with pseudo-sequence HLA-DQA10101-DQB10501. The binding affinity (normalized) is 0.436.